From a dataset of Full USPTO retrosynthesis dataset with 1.9M reactions from patents (1976-2016). Predict the reactants needed to synthesize the given product. (1) Given the product [OH:56][CH:53]([CH2:54][NH2:55])[CH2:52][NH:51][S:48]([N:46]1[CH2:47][CH:44]([S:43][C:18]2[C@H:24]([CH3:25])[C@H:23]3[N:20]([C:21](=[O:29])[C@@H:22]3[C@H:26]([OH:28])[CH3:27])[C:19]=2[C:30]([O:32][CH2:33][C:34]2[CH:35]=[CH:36][C:37]([N+:40]([O-:42])=[O:41])=[CH:38][CH:39]=2)=[O:31])[CH2:45]1)(=[O:49])=[O:50], predict the reactants needed to synthesize it. The reactants are: O(P(O[C:18]1[C@H:24]([CH3:25])[C@@H:23]2[N:20]([C:21](=[O:29])[C@@H:22]2[C@H:26]([OH:28])[CH3:27])[C:19]=1[C:30]([O:32][CH2:33][C:34]1[CH:39]=[CH:38][C:37]([N+:40]([O-:42])=[O:41])=[CH:36][CH:35]=1)=[O:31])(OC1C=CC=CC=1)=O)C1C=CC=CC=1.[SH:43][CH:44]1[CH2:47][N:46]([S:48]([NH:51][CH2:52][CH:53]([OH:56])[CH2:54][NH2:55])(=[O:50])=[O:49])[CH2:45]1. (2) Given the product [CH3:8][C:7]([C:11]1[CH:16]=[CH:15][C:14]([S:17]([NH:20][C:21]2[C:26]([O:27][C:28]3[CH:33]=[CH:32][CH:31]=[CH:30][C:29]=3[O:34][CH3:35])=[C:25]([O:3][CH2:2][CH2:1][OH:4])[N:24]=[C:23]([C:37]3[N:42]=[CH:41][CH:40]=[CH:39][N:38]=3)[N:22]=2)(=[O:19])=[O:18])=[CH:13][CH:12]=1)([CH3:10])[CH3:9], predict the reactants needed to synthesize it. The reactants are: [CH2:1]([OH:4])[CH2:2][OH:3].[OH-].[Na+].[C:7]([C:11]1[CH:16]=[CH:15][C:14]([S:17]([NH:20][C:21]2[C:26]([O:27][C:28]3[CH:33]=[CH:32][CH:31]=[CH:30][C:29]=3[O:34][CH3:35])=[C:25](Cl)[N:24]=[C:23]([C:37]3[N:42]=[CH:41][CH:40]=[CH:39][N:38]=3)[N:22]=2)(=[O:19])=[O:18])=[CH:13][CH:12]=1)([CH3:10])([CH3:9])[CH3:8].C(O)(=O)C(C(C(O)=O)O)O. (3) Given the product [CH3:19][C:20]1([CH3:58])[CH2:24][O:23][C:22]([C:25]2[CH:26]=[CH:27][C:28]([NH:1][C:2]3[CH:3]=[C:4]([CH:14]=[CH:15][C:16]=3[O:17][CH3:18])[C:5]([NH:7][C:8]3[CH:13]=[CH:12][CH:11]=[CH:10][CH:9]=3)=[O:6])=[CH:29][CH:30]=2)=[N:21]1, predict the reactants needed to synthesize it. The reactants are: [NH2:1][C:2]1[CH:3]=[C:4]([CH:14]=[CH:15][C:16]=1[O:17][CH3:18])[C:5]([NH:7][C:8]1[CH:13]=[CH:12][CH:11]=[CH:10][CH:9]=1)=[O:6].[CH3:19][C:20]1([CH3:58])[CH2:24][O:23][C:22]([C:25]2[CH:30]=[CH:29][C:28]([Bi]([C:28]3[CH:27]=[CH:26][C:25]([C:22]4[O:23][CH2:24][C:20]([CH3:58])([CH3:19])[N:21]=4)=[CH:30][CH:29]=3)[C:28]3[CH:27]=[CH:26][C:25]([C:22]4[O:23][CH2:24][C:20]([CH3:58])([CH3:19])[N:21]=4)=[CH:30][CH:29]=3)=[CH:27][CH:26]=2)=[N:21]1.C(N(CC)CC)C. (4) Given the product [C:1]([O:5][C:6]([N:8]1[CH2:9][CH2:10][CH:11]([N:14]([C@H:15]([C:18]2[CH:19]=[CH:20][CH:21]=[CH:22][CH:23]=2)[CH2:16][OH:17])[C:31]([NH:30][C:26]2[CH:25]=[N:24][CH:29]=[CH:28][CH:27]=2)=[O:32])[CH2:12][CH2:13]1)=[O:7])([CH3:4])([CH3:2])[CH3:3], predict the reactants needed to synthesize it. The reactants are: [C:1]([O:5][C:6]([N:8]1[CH2:13][CH2:12][CH:11]([NH:14][C@H:15]([C:18]2[CH:23]=[CH:22][CH:21]=[CH:20][CH:19]=2)[CH2:16][OH:17])[CH2:10][CH2:9]1)=[O:7])([CH3:4])([CH3:3])[CH3:2].[N:24]1[CH:29]=[CH:28][CH:27]=[C:26]([N:30]=[C:31]=[O:32])[CH:25]=1. (5) Given the product [C:1]([O:4][CH2:5][C@H:6]1[CH2:11][C@@H:10]([O:12][C:13](=[O:15])[CH3:14])[CH2:9][CH2:8][C@@:7]1([C@H:17]1[CH2:25][CH2:24][C@@:23]2([CH3:26])[C@@H:19]([CH2:20][CH2:21][C@@:22]2([OH:33])[C:27]2[CH:32]=[CH:31][CH:30]=[CH:29][N:28]=2)[C@@H:18]1[CH2:34][N:41]=[N+:42]=[N-:43])[CH3:16])(=[O:3])[CH3:2], predict the reactants needed to synthesize it. The reactants are: [C:1]([O:4][CH2:5][C@H:6]1[CH2:11][C@@H:10]([O:12][C:13](=[O:15])[CH3:14])[CH2:9][CH2:8][C@@:7]1([C@H:17]1[CH2:25][CH2:24][C@@:23]2([CH3:26])[C@@H:19]([CH2:20][CH2:21][C@@:22]2([OH:33])[C:27]2[CH:32]=[CH:31][CH:30]=[CH:29][N:28]=2)[C@@H:18]1[CH2:34]O)[CH3:16])(=[O:3])[CH3:2].CS(Cl)(=O)=O.[N-:41]=[N+:42]=[N-:43].[Na+]. (6) Given the product [Si:10]([O:40][CH2:39][C@@H:24]([NH:23][C:17]1[CH:18]=[CH:19][C:20]([C:21]#[N:22])=[C:15]([Cl:14])[C:16]=1[CH3:41])[C:25]([NH:27][NH:28][C:29](=[O:38])[C:30]1[CH:35]=[CH:34][C:33]([C:36]#[N:37])=[CH:32][CH:31]=1)=[O:26])([C:7]([CH3:9])([CH3:8])[CH3:6])([CH3:12])[CH3:11], predict the reactants needed to synthesize it. The reactants are: N1C=CN=C1.[CH3:6][C:7]([Si:10](Cl)([CH3:12])[CH3:11])([CH3:9])[CH3:8].[Cl:14][C:15]1[C:16]([CH3:41])=[C:17]([NH:23][C@H:24]([CH2:39][OH:40])[C:25]([NH:27][NH:28][C:29](=[O:38])[C:30]2[CH:35]=[CH:34][C:33]([C:36]#[N:37])=[CH:32][CH:31]=2)=[O:26])[CH:18]=[CH:19][C:20]=1[C:21]#[N:22].O. (7) Given the product [Cl:14][C:15]([Cl:19])([Cl:18])[C:16]([NH:17][C:4]1([CH:10]=[CH2:11])[CH2:3][C:2]([CH3:13])([CH3:1])[CH2:7][C:6]([CH3:9])([CH3:8])[CH2:5]1)=[O:22], predict the reactants needed to synthesize it. The reactants are: [CH3:1][C:2]1([CH3:13])[CH2:7][C:6]([CH3:9])([CH3:8])[CH2:5][C:4](=[CH:10][CH2:11]O)[CH2:3]1.[Cl:14][C:15]([Cl:19])([Cl:18])[C:16]#[N:17].C([O:22]CC)C.